Dataset: Full USPTO retrosynthesis dataset with 1.9M reactions from patents (1976-2016). Task: Predict the reactants needed to synthesize the given product. (1) Given the product [Cl:41][CH2:40][CH:10]1[CH2:11][S:12][CH2:13][CH2:14][CH2:15][S:16][CH2:17][CH2:35][S:34][CH2:3][CH2:4][S:5][CH2:6][CH2:7][CH2:8][S:9]1, predict the reactants needed to synthesize it. The reactants are: CN[CH2:3][CH:4]1[CH2:17][S:16][CH2:15][CH2:14][CH2:13][S:12][CH2:11][CH2:10][S:9][CH2:8][CH2:7][CH2:6][S:5]1.[H][H].OCC1[CH2:35][S:34]CCCSCCSCCCS1.O=S(Cl)Cl.[CH2:40](Cl)[Cl:41]. (2) The reactants are: [CH3:1][O:2][C:3]([C:5]1[S:12][C:11]2[C:10]([CH:13]3[CH2:18][CH2:17][CH2:16][CH2:15][CH2:14]3)=[C:9]([C:19]3[CH:20]=[C:21]4[C:26](=[CH:27][CH:28]=3)[N:25]=[C:24]([C:29]3[S:33][C:32]([CH3:34])=[N:31][C:30]=3[CH3:35])[CH:23]=[CH:22]4)[N:8]([CH2:36][C:37]([O:39]C(C)(C)C)=[O:38])[C:7]=2[CH:6]=1)=[O:4].Cl.C1(OC)C=CC=CC=1. Given the product [CH3:1][O:2][C:3]([C:5]1[S:12][C:11]2[C:10]([CH:13]3[CH2:14][CH2:15][CH2:16][CH2:17][CH2:18]3)=[C:9]([C:19]3[CH:20]=[C:21]4[C:26](=[CH:27][CH:28]=3)[N:25]=[C:24]([C:29]3[S:33][C:32]([CH3:34])=[N:31][C:30]=3[CH3:35])[CH:23]=[CH:22]4)[N:8]([CH2:36][C:37]([OH:39])=[O:38])[C:7]=2[CH:6]=1)=[O:4], predict the reactants needed to synthesize it. (3) Given the product [C:1]([O:5][C:6]([N:8]1[CH2:9][CH2:10][CH:11]([NH:14][CH3:15])[CH2:12][CH2:13]1)=[O:7])([CH3:4])([CH3:3])[CH3:2], predict the reactants needed to synthesize it. The reactants are: [C:1]([O:5][C:6]([N:8]1[CH2:13][CH2:12][CH:11]([N:14](C(OCC2C=CC=CC=2)=O)[CH3:15])[CH2:10][CH2:9]1)=[O:7])([CH3:4])([CH3:3])[CH3:2]. (4) Given the product [F:26][C@H:27]1[C@@H:32]([O:33][CH3:34])[CH2:31][CH2:30][N:29]([C:35]2[N:40]=[C:39]([NH:41][C:2]3[N:7]=[CH:6][C:5]4[C:8]([C:14]5[NH:18][N:17]=[CH:16][C:15]=5[CH3:25])=[CH:9][N:10]([CH:11]([CH3:12])[CH3:13])[C:4]=4[CH:3]=3)[CH:38]=[CH:37][N:36]=2)[CH2:28]1, predict the reactants needed to synthesize it. The reactants are: Br[C:2]1[N:7]=[CH:6][C:5]2[C:8]([C:14]3[N:18](C4CCCCO4)[N:17]=[CH:16][C:15]=3[CH3:25])=[CH:9][N:10]([CH:11]([CH3:13])[CH3:12])[C:4]=2[CH:3]=1.[F:26][C@H:27]1[C@@H:32]([O:33][CH3:34])[CH2:31][CH2:30][N:29]([C:35]2[N:40]=[C:39]([NH2:41])[CH:38]=[CH:37][N:36]=2)[CH2:28]1.